Dataset: Aqueous solubility values for 9,982 compounds from the AqSolDB database. Task: Regression/Classification. Given a drug SMILES string, predict its absorption, distribution, metabolism, or excretion properties. Task type varies by dataset: regression for continuous measurements (e.g., permeability, clearance, half-life) or binary classification for categorical outcomes (e.g., BBB penetration, CYP inhibition). For this dataset (solubility_aqsoldb), we predict Y. (1) The drug is O=C([O-])[O-].O=C([O-])[O-].O=C([O-])[O-].[Ce+3].[Ce+3]. The Y is -5.07 log mol/L. (2) The drug is CCCOCC(O)COCCC. The Y is -0.343 log mol/L. (3) The molecule is C[C@]12CC(=O)[C@H]3[C@@H](CCC4=CC(=O)CC[C@@]43C)[C@@H]1CC[C@]2(O)C(=O)CO. The Y is -3.11 log mol/L. (4) The molecule is CC(=O)OC1(C(C)=O)CCC2C3CCC4=CC(=O)CCC4(C)C3CCC21C. The Y is -5.57 log mol/L. (5) The drug is CN(C)C(=O)OC1=CC(=O)CC(C)(C)C1. The Y is -0.848 log mol/L. (6) The molecule is CC(=O)NC(C(=O)O)C(C)C. The Y is -0.632 log mol/L. (7) The compound is COc1ccc(-c2c(Cl)ncn2-c2ccc(S(=O)(=O)NP(=O)(O)O)cc2)cc1F. The Y is -2.55 log mol/L. (8) The molecule is O=C([O-])CN(CCN(CC(=O)[O-])CC(=O)[O-])CC(=O)[O-].[Na+].[Na+].[Na+].[Na+]. The Y is 0.119 log mol/L. (9) The compound is CCCCC1(CC)C(=O)NC(=S)NC1=O. The Y is -3.14 log mol/L.